From a dataset of Reaction yield outcomes from USPTO patents with 853,638 reactions. Predict the reaction yield, written as a fraction of the theoretical maximum amount of product (1.0 means a 100% yield; for example, 0.34 means a 34% yield). The reactants are [NH2:1][C:2]1[CH:7]=[C:6]([NH2:8])[N:5]=[C:4]([S:9][C:10]2[C:11]([O:36][CH3:37])=[N:12][C:13]([N:18]3[CH2:23][CH2:22][N:21]([CH2:24][CH2:25][CH2:26][CH2:27][NH:28][C:29](=[O:35])[O:30][C:31]([CH3:34])([CH3:33])[CH3:32])[CH2:20][CH2:19]3)=[N:14][C:15]=2[O:16][CH3:17])[N:3]=1.CCN(CC)CC.[C:45](Cl)(=[O:48])[CH:46]=[CH2:47]. The catalyst is C(Cl)Cl. The product is [C:45]([NH:1][C:2]1[CH:7]=[C:6]([NH2:8])[N:5]=[C:4]([S:9][C:10]2[C:11]([O:36][CH3:37])=[N:12][C:13]([N:18]3[CH2:19][CH2:20][N:21]([CH2:24][CH2:25][CH2:26][CH2:27][NH:28][C:29](=[O:35])[O:30][C:31]([CH3:33])([CH3:32])[CH3:34])[CH2:22][CH2:23]3)=[N:14][C:15]=2[O:16][CH3:17])[N:3]=1)(=[O:48])[CH:46]=[CH2:47]. The yield is 0.480.